Regression. Given a peptide amino acid sequence and an MHC pseudo amino acid sequence, predict their binding affinity value. This is MHC class I binding data. From a dataset of Peptide-MHC class I binding affinity with 185,985 pairs from IEDB/IMGT. (1) The peptide sequence is KLGGGQFGEV. The MHC is HLA-A02:01 with pseudo-sequence HLA-A02:01. The binding affinity (normalized) is 0.304. (2) The peptide sequence is GPAFVRTKL. The MHC is HLA-A02:01 with pseudo-sequence HLA-A02:01. The binding affinity (normalized) is 0.0847. (3) The peptide sequence is TLLRLACEV. The MHC is HLA-A02:01 with pseudo-sequence HLA-A02:01. The binding affinity (normalized) is 0.614. (4) The binding affinity (normalized) is 0.0847. The MHC is HLA-B57:01 with pseudo-sequence HLA-B57:01. The peptide sequence is GSRAYRNAL. (5) The peptide sequence is VSFIEFVGW. The MHC is HLA-A68:02 with pseudo-sequence HLA-A68:02. The binding affinity (normalized) is 0.102. (6) The peptide sequence is LLEGEESRI. The MHC is HLA-A68:02 with pseudo-sequence HLA-A68:02. The binding affinity (normalized) is 0.374. (7) The peptide sequence is AAPTSAPV. The MHC is Mamu-A01 with pseudo-sequence Mamu-A01. The binding affinity (normalized) is 0.711. (8) The peptide sequence is SIKFKRKLM. The MHC is HLA-A02:12 with pseudo-sequence HLA-A02:12. The binding affinity (normalized) is 0.0847. (9) The peptide sequence is MRIGSMATL. The MHC is HLA-B18:01 with pseudo-sequence HLA-B18:01. The binding affinity (normalized) is 0.0847.